From a dataset of Full USPTO retrosynthesis dataset with 1.9M reactions from patents (1976-2016). Predict the reactants needed to synthesize the given product. (1) Given the product [NH2:15][S:2]([C:5]1[CH:6]=[C:7]2[C:11](=[CH:12][CH:13]=1)[NH:10][C:9](=[O:14])[CH2:8]2)(=[O:4])=[O:3], predict the reactants needed to synthesize it. The reactants are: Cl[S:2]([C:5]1[CH:6]=[C:7]2[C:11](=[CH:12][CH:13]=1)[NH:10][C:9](=[O:14])[CH2:8]2)(=[O:4])=[O:3].[NH:15]1CCOCC1. (2) Given the product [CH:1]([O:4][P:5]([C:11]([P:21](=[O:30])([O:26][CH:27]([CH3:29])[CH3:28])[O:22][CH:23]([CH3:25])[CH3:24])([F:20])[CH2:12][C:13]1[CH:14]=[N:15][CH:16]=[C:17]([C:36]2[CH:35]=[C:34]3[C:39](=[CH:38][CH:37]=2)[NH:31][N:32]=[CH:33]3)[CH:18]=1)(=[O:10])[O:6][CH:7]([CH3:9])[CH3:8])([CH3:3])[CH3:2], predict the reactants needed to synthesize it. The reactants are: [CH:1]([O:4][P:5]([C:11]([P:21](=[O:30])([O:26][CH:27]([CH3:29])[CH3:28])[O:22][CH:23]([CH3:25])[CH3:24])([F:20])[CH2:12][C:13]1[CH:14]=[N:15][CH:16]=[C:17](Br)[CH:18]=1)(=[O:10])[O:6][CH:7]([CH3:9])[CH3:8])([CH3:3])[CH3:2].[NH:31]1[C:39]2[C:34](=[CH:35][C:36](B(O)O)=[CH:37][CH:38]=2)[CH:33]=[N:32]1.C(=O)([O-])[O-].[K+].[K+]. (3) The reactants are: [S:1]1[C:5]2[CH:6]=[CH:7][CH:8]=[CH:9][C:4]=2[N:3]=[C:2]1[N:10](C(OC(C)(C)C)=O)[C:11]1[CH:40]=[CH:39][C:14]([O:15][C:16]2[C:17]([C:22]3([C:35](OC)=[O:36])[CH2:27][CH2:26][N:25]([C:28]([O:30][C:31]([CH3:34])([CH3:33])[CH3:32])=[O:29])[CH2:24][CH2:23]3)=[N:18][CH:19]=[CH:20][N:21]=2)=[CH:13][CH:12]=1.[H-].[H-].[H-].[H-].[Li+].[Al+3]. Given the product [S:1]1[C:5]2[CH:6]=[CH:7][CH:8]=[CH:9][C:4]=2[N:3]=[C:2]1[NH:10][C:11]1[CH:12]=[CH:13][C:14]([O:15][C:16]2[C:17]([C:22]3([CH2:35][OH:36])[CH2:27][CH2:26][N:25]([C:28]([O:30][C:31]([CH3:34])([CH3:32])[CH3:33])=[O:29])[CH2:24][CH2:23]3)=[N:18][CH:19]=[CH:20][N:21]=2)=[CH:39][CH:40]=1, predict the reactants needed to synthesize it. (4) Given the product [CH3:18][C:15]([S:13]([NH:12][C@H:9]([C:7]1[CH:6]=[CH:5][N:4]=[C:3]([C:1]([NH2:2])=[O:20])[CH:8]=1)[CH2:10][CH3:11])=[O:14])([CH3:17])[CH3:16], predict the reactants needed to synthesize it. The reactants are: [C:1]([C:3]1[CH:8]=[C:7]([C@@H:9]([NH:12][S:13]([C:15]([CH3:18])([CH3:17])[CH3:16])=[O:14])[CH2:10][CH3:11])[CH:6]=[CH:5][N:4]=1)#[N:2].C(=O)([O-])[O-:20].[K+].[K+].OO.